From a dataset of Full USPTO retrosynthesis dataset with 1.9M reactions from patents (1976-2016). Predict the reactants needed to synthesize the given product. (1) Given the product [F:19][C:16]1[CH:17]=[CH:18][C:13]([C@@H:9]2[CH2:8][N:7]([CH3:20])[CH:6]([CH3:21])[C:5]3[CH:4]=[CH:3][C:2]([NH:30][C:28]4[CH:27]=[CH:26][C:25]([N:31]5[CH:35]=[C:34]([CH3:36])[N:33]=[CH:32]5)=[C:24]([O:23][CH3:22])[N:29]=4)=[N:12][C:11]=3[O:10]2)=[N:14][CH:15]=1, predict the reactants needed to synthesize it. The reactants are: Cl[C:2]1[CH:3]=[CH:4][C:5]2[CH:6]([CH3:21])[N:7]([CH3:20])[CH2:8][C@@H:9]([C:13]3[CH:18]=[CH:17][C:16]([F:19])=[CH:15][N:14]=3)[O:10][C:11]=2[N:12]=1.[CH3:22][O:23][C:24]1[N:29]=[C:28]([NH2:30])[CH:27]=[CH:26][C:25]=1[N:31]1[CH:35]=[C:34]([CH3:36])[N:33]=[CH:32]1.C(=O)([O-])[O-].[Cs+].[Cs+].CC1(C)C2C(=C(P(C3C=CC=CC=3)C3C=CC=CC=3)C=CC=2)OC2C(P(C3C=CC=CC=3)C3C=CC=CC=3)=CC=CC1=2. (2) Given the product [Br:8][C:6]1[CH:5]=[CH:4][C:3]([NH:9][CH2:10][C:11]2([OH:16])[CH2:15][CH2:14][CH2:13][CH2:12]2)=[C:2]([NH:1][C:17](=[O:22])[C:18]([CH3:21])([CH3:20])[CH3:19])[CH:7]=1, predict the reactants needed to synthesize it. The reactants are: [NH2:1][C:2]1[CH:7]=[C:6]([Br:8])[CH:5]=[CH:4][C:3]=1[NH:9][CH2:10][C:11]1([OH:16])[CH2:15][CH2:14][CH2:13][CH2:12]1.[C:17](Cl)(=[O:22])[C:18]([CH3:21])([CH3:20])[CH3:19]. (3) Given the product [Cl:1][C:2]1[CH:3]=[C:4]2[C:10]([NH:11][C:48]([C:46]3[CH:45]=[N:44][N:43]([CH2:36][C:37]4[CH:42]=[CH:41][CH:40]=[CH:39][CH:38]=4)[CH:47]=3)=[O:49])=[CH:9][NH:8][C:5]2=[N:6][CH:7]=1, predict the reactants needed to synthesize it. The reactants are: [Cl:1][C:2]1[CH:3]=[C:4]2[C:10]([NH2:11])=[CH:9][NH:8][C:5]2=[N:6][CH:7]=1.CN(C(ON1N=NC2C=CC=NC1=2)=[N+](C)C)C.F[P-](F)(F)(F)(F)F.[CH2:36]([N:43]1[CH:47]=[C:46]([C:48](O)=[O:49])[CH:45]=[N:44]1)[C:37]1[CH:42]=[CH:41][CH:40]=[CH:39][CH:38]=1.CCN(C(C)C)C(C)C. (4) Given the product [CH3:3][CH:2]([CH2:4][CH2:5][CH2:6][C@H:7]([C@@H:9]1[C@:26]2([CH3:27])[C@H:12]([C@H:13]3[C@H:23]([CH2:24][CH2:25]2)[C@:21]2([CH3:22])[C:16]([CH2:17][C@@H:18]([O:28][CH2:29][CH2:30][CH2:31][CH2:32][CH2:33][CH2:34][CH2:35][CH2:36][CH2:37][CH:38]([OH:39])[CH2:45][CH:41]=[O:40])[CH2:19][CH2:20]2)=[CH:15][CH2:14]3)[CH2:11][CH2:10]1)[CH3:8])[CH3:1], predict the reactants needed to synthesize it. The reactants are: [CH3:1][CH:2]([CH2:4][CH2:5][CH2:6][C@H:7]([C@@H:9]1[C@:26]2([CH3:27])[C@H:12]([C@H:13]3[C@H:23]([CH2:24][CH2:25]2)[C@:21]2([CH3:22])[C:16]([CH2:17][C@@H:18]([O:28][CH2:29][CH2:30][CH2:31][CH2:32][CH2:33][CH2:34][CH2:35][CH2:36][CH2:37][CH:38]=[O:39])[CH2:19][CH2:20]2)=[CH:15][CH2:14]3)[CH2:11][CH2:10]1)[CH3:8])[CH3:3].[O:40]1CCO[CH:41]1[CH2:45][Mg]Br.C(OC)(OC)OC.CC1C=CC(S([O-])(=O)=O)=CC=1.C1C=C[NH+]=CC=1.Cl. (5) Given the product [CH2:3]1[C:4]2[C:9](=[CH:8][CH:7]=[CH:6][CH:5]=2)[CH2:1][CH:2]1[NH:10][C:11]([N:30]1[CH2:31][CH2:32][C:27]2([C:33]3[C:38](=[CH:37][CH:36]=[CH:35][CH:34]=3)[N:25]([S:22]([CH3:21])(=[O:23])=[O:24])[CH2:26]2)[CH2:28][CH2:29]1)=[O:19], predict the reactants needed to synthesize it. The reactants are: [CH2:1]1[C:9]2[C:4](=[CH:5][CH:6]=[CH:7][CH:8]=2)[CH2:3][CH:2]1[NH:10][C:11](=[O:19])OC1C=CC=CC=1.Cl.[CH3:21][S:22]([N:25]1[C:38]2[C:33](=[CH:34][CH:35]=[CH:36][CH:37]=2)[C:27]2([CH2:32][CH2:31][NH:30][CH2:29][CH2:28]2)[CH2:26]1)(=[O:24])=[O:23]. (6) Given the product [Br:1][C:2]1[C:8]([F:9])=[CH:7][C:5]([NH2:6])=[C:4]([C:13]#[C:12][Si:14]([CH3:17])([CH3:16])[CH3:15])[C:3]=1[F:11], predict the reactants needed to synthesize it. The reactants are: [Br:1][C:2]1[C:8]([F:9])=[CH:7][C:5]([NH2:6])=[C:4](I)[C:3]=1[F:11].[C:12]([Si:14]([CH3:17])([CH3:16])[CH3:15])#[CH:13].CN(C=O)C. (7) Given the product [CH:1]1([N:4]([CH2:12][C:13]2[CH:14]=[C:15]([CH2:23][CH2:24][C:25]([O:27][CH3:28])=[O:26])[CH:16]=[C:17]3[C:22]=2[N:21]=[CH:20][CH:19]=[CH:18]3)[C:5]([O:7][C:8]([CH3:10])([CH3:11])[CH3:9])=[O:6])[CH2:3][CH2:2]1, predict the reactants needed to synthesize it. The reactants are: [CH:1]1([N:4]([CH2:12][C:13]2[CH:14]=[C:15]([CH:23]=[CH:24][C:25]([O:27][CH3:28])=[O:26])[CH:16]=[C:17]3[C:22]=2[N:21]=[CH:20][CH:19]=[CH:18]3)[C:5]([O:7][C:8]([CH3:11])([CH3:10])[CH3:9])=[O:6])[CH2:3][CH2:2]1.